Predict which catalyst facilitates the given reaction. From a dataset of Catalyst prediction with 721,799 reactions and 888 catalyst types from USPTO. Reactant: C([C@@H]1COC(=O)N1[C@:14]([CH2:47][C:48]([O:50][CH3:51])=[O:49])([CH2:18][C:19]1[CH:24]=[CH:23][C:22]([O:25][CH3:26])=[CH:21][C:20]=1[CH2:27][N:28]([C:40]([O:42]C(C)(C)C)=O)[CH2:29][C:30]1[CH:35]=[CH:34][C:33]([C:36]([F:39])([F:38])[F:37])=[CH:32][CH:31]=1)C(N)=O)C1C=CC=CC=1.OO.O[Li].O.S([O-])([O-])=O.[Na+].[Na+].Cl.C(N(CC)CC)C.C([O-])(O)=O.[Na+].C1(P(N=[N+]=[N-])(C2C=CC=CC=2)=O)C=CC=CC=1. Product: [CH3:26][O:25][C:22]1[CH:23]=[CH:24][C:19]2[CH2:18][C@@H:14]([CH2:47][C:48]([O:50][CH3:51])=[O:49])[C:40](=[O:42])[N:28]([CH2:29][C:30]3[CH:31]=[CH:32][C:33]([C:36]([F:37])([F:38])[F:39])=[CH:34][CH:35]=3)[CH2:27][C:20]=2[CH:21]=1. The catalyst class is: 20.